The task is: Predict which catalyst facilitates the given reaction.. This data is from Catalyst prediction with 721,799 reactions and 888 catalyst types from USPTO. (1) Reactant: Br[C:2]1[CH:3]=[N:4][C:5]2[N:6]([N:8]=[C:9]([C:13]3[CH:18]=[CH:17][C:16]([O:19][C:20]4[CH:25]=[CH:24][CH:23]=[CH:22][CH:21]=4)=[CH:15][CH:14]=3)[C:10]=2[C:11]#[N:12])[CH:7]=1.[OH:26][C:27]1[CH:28]=[C:29](B(O)O)[CH:30]=[CH:31][CH:32]=1.C([O-])([O-])=O.[Na+].[Na+].N#N. Product: [OH:26][C:27]1[CH:32]=[C:31]([C:2]2[CH:3]=[N:4][C:5]3[N:6]([N:8]=[C:9]([C:13]4[CH:18]=[CH:17][C:16]([O:19][C:20]5[CH:25]=[CH:24][CH:23]=[CH:22][CH:21]=5)=[CH:15][CH:14]=4)[C:10]=3[C:11]#[N:12])[CH:7]=2)[CH:30]=[CH:29][CH:28]=1. The catalyst class is: 70. (2) Reactant: CCN(C(C)C)C(C)C.[Cl:10][C:11]1[CH:19]=[C:18]([Cl:20])[CH:17]=[CH:16][C:12]=1[C:13]([OH:15])=O.CCN=C=NCCCN(C)C.C1C=CC2N(O)N=NC=2C=1.Cl.[O:43]=[C:44]([N:62]1[CH2:67][CH2:66][NH:65][CH2:64][CH2:63]1)[CH2:45][NH:46][C:47](=[O:61])[C:48]1[CH:53]=[CH:52][C:51]([O:54][C:55]2[CH:60]=[CH:59][CH:58]=[CH:57][CH:56]=2)=[CH:50][CH:49]=1. Product: [Cl:10][C:11]1[CH:19]=[C:18]([Cl:20])[CH:17]=[CH:16][C:12]=1[C:13]([N:65]1[CH2:66][CH2:67][N:62]([C:44](=[O:43])[CH2:45][NH:46][C:47](=[O:61])[C:48]2[CH:49]=[CH:50][C:51]([O:54][C:55]3[CH:56]=[CH:57][CH:58]=[CH:59][CH:60]=3)=[CH:52][CH:53]=2)[CH2:63][CH2:64]1)=[O:15]. The catalyst class is: 18. (3) Reactant: [BH4-].[Na+].[Cl:3][C:4]1[CH:9]=[CH:8][C:7]([CH2:10][N:11]2[C:15]3[C:16](=[O:19])[CH2:17][CH2:18][C:14]=3[N:13]=[C:12]2[C:20]([CH3:23])([CH3:22])[CH3:21])=[CH:6][CH:5]=1. Product: [Cl:3][C:4]1[CH:5]=[CH:6][C:7]([CH2:10][N:11]2[C:15]3[CH:16]([OH:19])[CH2:17][CH2:18][C:14]=3[N:13]=[C:12]2[C:20]([CH3:23])([CH3:22])[CH3:21])=[CH:8][CH:9]=1. The catalyst class is: 98. (4) Reactant: [CH:1]1([N:4]2[CH2:9][CH2:8][N:7]([C:10]3[N:11]=[N:12][C:13]([C:16]4[CH:21]=[CH:20][CH:19]=[C:18]([N+:22]([O-])=O)[CH:17]=4)=[CH:14][CH:15]=3)[CH2:6][CH2:5]2)[CH2:3][CH2:2]1.O. Product: [CH:1]1([N:4]2[CH2:5][CH2:6][N:7]([C:10]3[N:11]=[N:12][C:13]([C:16]4[CH:17]=[C:18]([NH2:22])[CH:19]=[CH:20][CH:21]=4)=[CH:14][CH:15]=3)[CH2:8][CH2:9]2)[CH2:3][CH2:2]1. The catalyst class is: 186. (5) Reactant: ClCC([NH:5][CH2:6][C:7]1[CH:12]=[CH:11][C:10]([O:13][C:14]([F:17])([F:16])[F:15])=[CH:9][C:8]=1[OH:18])=O. Product: [NH2:5][CH2:6][C:7]1[CH:12]=[CH:11][C:10]([O:13][C:14]([F:16])([F:17])[F:15])=[CH:9][C:8]=1[OH:18]. The catalyst class is: 361. (6) The catalyst class is: 76. Reactant: [O:1]1[C:5]2[CH:6]=[CH:7][C:8]([CH2:10][N:11]3[CH2:16][CH2:15][C:14](=[O:17])[CH2:13][CH2:12]3)=[CH:9][C:4]=2[O:3][CH2:2]1.[CH:18]([N-]C(C)C)(C)C.[Li+].IC. Product: [O:1]1[C:5]2[CH:6]=[CH:7][C:8]([CH2:10][N:11]3[CH2:16][CH2:15][C:14](=[O:17])[CH:13]([CH3:18])[CH2:12]3)=[CH:9][C:4]=2[O:3][CH2:2]1. (7) Reactant: [NH2:1][C:2]1[N:3]=[CH:4][C:5]([C:17]2[CH:37]=[CH:36][C:20]([C:21]([N:23]3[CH2:28][CH2:27][N:26](C(OC(C)(C)C)=O)[CH2:25][CH2:24]3)=[O:22])=[CH:19][CH:18]=2)=[N:6][C:7]=1[C:8]1[O:9][C:10]2[CH:15]=[CH:14][N:13]=[CH:12][C:11]=2[N:16]=1.FC(F)(F)C(O)=O. Product: [NH2:1][C:2]1[N:3]=[CH:4][C:5]([C:17]2[CH:18]=[CH:19][C:20]([C:21]([N:23]3[CH2:24][CH2:25][NH:26][CH2:27][CH2:28]3)=[O:22])=[CH:36][CH:37]=2)=[N:6][C:7]=1[C:8]1[O:9][C:10]2[CH:15]=[CH:14][N:13]=[CH:12][C:11]=2[N:16]=1. The catalyst class is: 98.